From a dataset of Full USPTO retrosynthesis dataset with 1.9M reactions from patents (1976-2016). Predict the reactants needed to synthesize the given product. Given the product [ClH:1].[ClH:29].[Cl:1][C:2]1[CH:3]=[CH:4][C:5]([CH:8]([C:23]2[CH:24]=[CH:25][CH:26]=[CH:27][CH:28]=2)[N:9]2[CH2:10][CH2:11][N:12]([CH2:15][C:16]([OH:18])=[O:17])[CH2:13][CH2:14]2)=[CH:6][CH:7]=1, predict the reactants needed to synthesize it. The reactants are: [Cl:1][C:2]1[CH:7]=[CH:6][C:5]([CH:8]([C:23]2[CH:28]=[CH:27][CH:26]=[CH:25][CH:24]=2)[N:9]2[CH2:14][CH2:13][N:12]([CH2:15][C:16]([O:18]C(C)(C)C)=[O:17])[CH2:11][CH2:10]2)=[CH:4][CH:3]=1.[ClH:29].